This data is from Reaction yield outcomes from USPTO patents with 853,638 reactions. The task is: Predict the reaction yield, written as a fraction of the theoretical maximum amount of product (1.0 means a 100% yield; for example, 0.34 means a 34% yield). (1) The reactants are Br[C:2]1[CH:7]=[CH:6][C:5]2[C:8]3([CH2:23][O:24][C:4]=2[CH:3]=1)[C:16]1[C:11](=[CH:12][CH:13]=[CH:14][CH:15]=1)[N:10]([CH2:17][CH2:18][CH2:19][CH2:20][CH3:21])[C:9]3=[O:22].[CH3:25][S:26]([O-:28])=[O:27].[Na+].N1CCC[C@H]1C(O)=O. The catalyst is CS(C)=O.O.[Cu](I)I. The product is [CH3:25][S:26]([C:2]1[CH:7]=[CH:6][C:5]2[C:8]3([CH2:23][O:24][C:4]=2[CH:3]=1)[C:16]1[C:11](=[CH:12][CH:13]=[CH:14][CH:15]=1)[N:10]([CH2:17][CH2:18][CH2:19][CH2:20][CH3:21])[C:9]3=[O:22])(=[O:28])=[O:27]. The yield is 0.460. (2) The reactants are [OH:1][C:2]1[CH:10]=[C:9]([OH:11])[CH:8]=[C:7]([OH:12])[C:3]=1[C:4]([OH:6])=[O:5].ClCCl.[C:16](Cl)(=[O:20])[C:17]([CH3:19])=[O:18].Cl. The catalyst is N1C=CC=CC=1. The product is [OH:11][C:9]1[CH:10]=[C:2]([O:1][C:16](=[O:20])[C:17](=[O:18])[CH3:19])[C:3]([C:4]([OH:6])=[O:5])=[C:7]([O:12][C:16](=[O:20])[C:17](=[O:18])[CH3:19])[CH:8]=1. The yield is 0.683.